Dataset: Retrosynthesis with 50K atom-mapped reactions and 10 reaction types from USPTO. Task: Predict the reactants needed to synthesize the given product. Given the product c1ccc(CCCN2CCN(CCOCc3ccccc3)CC2)cc1, predict the reactants needed to synthesize it. The reactants are: BrCCOCc1ccccc1.c1ccc(CCCN2CCNCC2)cc1.